Predict the reactants needed to synthesize the given product. From a dataset of Full USPTO retrosynthesis dataset with 1.9M reactions from patents (1976-2016). Given the product [F:8][C:6]1[CH:5]=[C:4]([C@H:9]2[NH:14][C:13](=[O:15])[C:12]([CH3:16])([CH3:17])[C@@H:11]([OH:18])[CH2:10]2)[CH:3]=[C:2]([F:1])[CH:7]=1, predict the reactants needed to synthesize it. The reactants are: [F:1][C:2]1[CH:3]=[C:4]([CH:9]2[NH:14][C:13](=[O:15])[C:12]([CH3:17])([CH3:16])[C:11](=[O:18])[CH2:10]2)[CH:5]=[C:6]([F:8])[CH:7]=1.[BH4-].[Na+].